From a dataset of Reaction yield outcomes from USPTO patents with 853,638 reactions. Predict the reaction yield, written as a fraction of the theoretical maximum amount of product (1.0 means a 100% yield; for example, 0.34 means a 34% yield). (1) The reactants are [Cl:1][C:2]1[CH:3]=[C:4](I)[C:5]([NH2:8])=[N:6][CH:7]=1.[CH2:10]([Si:12]([C:17]#[CH:18])([CH2:15][CH3:16])[CH2:13][CH3:14])[CH3:11].[Cl-].[Li+].C([O-])([O-])=O.[Na+].[Na+]. The catalyst is CN(C=O)C. The product is [Cl:1][C:2]1[CH:3]=[C:4]2[CH:11]=[C:10]([Si:12]([CH2:17][CH3:18])([CH2:15][CH3:16])[CH2:13][CH3:14])[NH:8][C:5]2=[N:6][CH:7]=1. The yield is 0.440. (2) The reactants are [Br:1][C:2]1[CH:3]=[C:4]2[C:8](=[CH:9][CH:10]=1)[N:7](S(C1C=CC(C)=CC=1)(=O)=O)C=[C:5]2[CH:21](O)[C:22]1[CH:27]=[CH:26][C:25]([C:28]([CH3:32])([CH3:31])[C:29]#[N:30])=[CH:24][CH:23]=1.Cl.C([O-])(O)=[O:36].[Na+]. The catalyst is CO. The product is [NH2:7][C:8]1[CH:9]=[CH:10][C:2]([Br:1])=[CH:3][C:4]=1[C:5](=[O:36])[CH2:21][C:22]1[CH:27]=[CH:26][C:25]([C:28]([CH3:32])([CH3:31])[C:29]#[N:30])=[CH:24][CH:23]=1. The yield is 0.830. (3) The reactants are Cl.[F:2][C:3]1([F:14])[CH2:7][NH:6][C@H:5]([CH:8]([CH3:13])[CH2:9][C:10]([OH:12])=[O:11])[CH2:4]1.Br[CH2:16][C:17]1[NH:22][C:21]([C:23]2[S:24][CH:25]=[CH:26][N:27]=2)=[N:20][C@@H:19]([C:28]2[CH:33]=[CH:32][C:31]([F:34])=[CH:30][C:29]=2[Cl:35])[C:18]=1[C:36]([O:38][CH2:39][CH3:40])=[O:37].C(=O)([O-])[O-].[K+].[K+]. The catalyst is C(O)C. The product is [Cl:35][C:29]1[CH:30]=[C:31]([F:34])[CH:32]=[CH:33][C:28]=1[C@@H:19]1[N:20]=[C:21]([C:23]2[S:24][CH:25]=[CH:26][N:27]=2)[NH:22][C:17]([CH2:16][N:6]2[CH2:7][C:3]([F:2])([F:14])[CH2:4][C@H:5]2[CH:8]([CH3:13])[CH2:9][C:10]([OH:12])=[O:11])=[C:18]1[C:36]([O:38][CH2:39][CH3:40])=[O:37]. The yield is 0.210. (4) The catalyst is C(OCC)(=O)C.O1CCCC1. The yield is 0.300. The product is [CH3:9][C:10]1([C:24]([O:26][CH3:27])=[O:25])[C:15]([O:16][S:30]([C:29]([F:42])([F:41])[F:28])(=[O:32])=[O:31])=[CH:14][CH2:13][N:12]([C:17]([O:19][C:20]([CH3:21])([CH3:22])[CH3:23])=[O:18])[CH2:11]1. The reactants are C([N-]C(C)C)(C)C.[Li+].[CH3:9][C:10]1([C:24]([O:26][CH3:27])=[O:25])[C:15](=[O:16])[CH2:14][CH2:13][N:12]([C:17]([O:19][C:20]([CH3:23])([CH3:22])[CH3:21])=[O:18])[CH2:11]1.[F:28][C:29]([F:42])([F:41])[S:30](O[S:30]([C:29]([F:42])([F:41])[F:28])(=[O:32])=[O:31])(=[O:32])=[O:31].[Cl-].[NH4+]. (5) The reactants are [N:1]([C@@H:4]([CH3:16])[CH2:5][C:6]1[CH:7]=[C:8]([N:13]([CH3:15])[CH3:14])[CH:9]=[CH:10][C:11]=1[CH3:12])=[N+]=[N-]. The catalyst is CCOC(C)=O.[Pd]. The product is [NH2:1][C@@H:4]([CH3:16])[CH2:5][C:6]1[CH:7]=[C:8]([N:13]([CH3:15])[CH3:14])[CH:9]=[CH:10][C:11]=1[CH3:12]. The yield is 0.850. (6) The reactants are [NH2:1][C:2]([NH2:4])=[S:3].Cl[CH:6]([C:12](=O)[CH3:13])[C:7]([O:9][CH2:10][CH3:11])=[O:8]. The catalyst is C(O)C. The product is [NH2:1][C:2]1[S:3][C:12]([CH3:13])=[C:6]([C:7]([O:9][CH2:10][CH3:11])=[O:8])[N:4]=1. The yield is 0.930.